This data is from M1 muscarinic receptor antagonist screen with 61,756 compounds. The task is: Binary Classification. Given a drug SMILES string, predict its activity (active/inactive) in a high-throughput screening assay against a specified biological target. (1) The molecule is S(=O)(=O)(N1CCN(CC1)Cc1occc1)CCC. The result is 0 (inactive). (2) The drug is O=C(Nc1c2c(c(NC(=O)CCC(OC)=O)ccc2)ccc1)CCC(OC)=O. The result is 0 (inactive). (3) The result is 0 (inactive). The compound is o1c(CNC(=O)c2c(NC(=O)c3occc3)cccc2)ccc1. (4) The compound is S(c1nc(N2CCCCC2)nc(N2CCCCC2)n1)Cc1c(cccc1)C#N. The result is 0 (inactive).